Predict the reactants needed to synthesize the given product. From a dataset of Full USPTO retrosynthesis dataset with 1.9M reactions from patents (1976-2016). (1) Given the product [NH2:17][C:14]1[N:13]2[N:18]=[C:19]([C:21]3[O:22][CH:23]=[CH:24][CH:25]=3)[N:20]=[C:12]2[C:11]2[CH:10]=[CH:9][N:8]([CH2:7][CH2:6][N:41]3[CH2:40][CH2:39][N:38]([C:36](=[O:37])[CH2:35][C:29]4[CH:30]=[CH:31][C:32]([F:34])=[CH:33][C:28]=4[F:27])[CH2:43][CH2:42]3)[C:16]=2[N:15]=1, predict the reactants needed to synthesize it. The reactants are: CS(O[CH2:6][CH2:7][N:8]1[C:16]2[N:15]=[C:14]([NH2:17])[N:13]3[N:18]=[C:19]([C:21]4[O:22][CH:23]=[CH:24][CH:25]=4)[N:20]=[C:12]3[C:11]=2[CH:10]=[CH:9]1)(=O)=O.Cl.[F:27][C:28]1[CH:33]=[C:32]([F:34])[CH:31]=[CH:30][C:29]=1[CH2:35][C:36]([N:38]1[CH2:43][CH2:42][NH:41][CH2:40][CH2:39]1)=[O:37].CCN(C(C)C)C(C)C. (2) Given the product [ClH:28].[ClH:1].[CH:31]([O:34][C:5]1[CH:6]=[C:7]([CH:11]2[CH2:16][CH:15]3[CH2:17][CH2:18][N:12]2[CH2:13][CH2:14]3)[CH:8]=[N:9][CH:10]=1)([CH3:33])[CH3:32], predict the reactants needed to synthesize it. The reactants are: [ClH:1].Cl.Cl.N[C:5]1[CH:6]=[C:7]([CH:11]2[CH2:16][CH:15]3[CH2:17][CH2:18][N:12]2[CH2:13][CH2:14]3)[CH:8]=[N:9][CH:10]=1.N(OCCC(C)C)=O.C(Cl)(Cl)[Cl:28].[CH:31]([OH:34])([CH3:33])[CH3:32]. (3) Given the product [ClH:12].[NH2:2][C@H:3]1[CH2:6][C@H:5]([C:7]([O:9][CH2:14][CH3:15])=[O:8])[CH2:4]1, predict the reactants needed to synthesize it. The reactants are: Cl.[NH2:2][C@H:3]1[CH2:6][C@H:5]([C:7]([OH:9])=[O:8])[CH2:4]1.O=S(Cl)[Cl:12].[CH3:14][CH2:15]O. (4) Given the product [CH3:1][O:2][C:3]1[CH:4]=[C:5]2[C:10](=[CH:11][CH:12]=1)[C:9]([CH2:13][C:14]1[CH:19]=[CH:18][C:17]([O:20][CH2:21][CH2:22][N:23]3[CH2:24][CH2:25][CH2:26][CH2:27][CH2:28]3)=[CH:16][CH:15]=1)=[C:8]([O:29][S:31]([C:34]([F:37])([F:36])[F:35])(=[O:33])=[O:32])[CH:7]=[CH:6]2, predict the reactants needed to synthesize it. The reactants are: [CH3:1][O:2][C:3]1[CH:4]=[C:5]2[C:10](=[CH:11][CH:12]=1)[C:9]([CH2:13][C:14]1[CH:19]=[CH:18][C:17]([O:20][CH2:21][CH2:22][N:23]3[CH2:28][CH2:27][CH2:26][CH2:25][CH2:24]3)=[CH:16][CH:15]=1)=[C:8]([OH:29])[CH:7]=[CH:6]2.[N-]([S:31]([C:34]([F:37])([F:36])[F:35])(=[O:33])=[O:32])[S:31]([C:34]([F:37])([F:36])[F:35])(=[O:33])=[O:32].C(N(CC)CC)C. (5) Given the product [Cl:1][CH2:2][CH2:3][CH2:4][N:5]1[CH2:11][CH2:10][C@H:9]([OH:12])[C:8]2[N:13]([CH3:16])[CH:14]=[CH:15][C:7]=2[C:6]1=[O:17], predict the reactants needed to synthesize it. The reactants are: [Cl:1][CH2:2][CH2:3][CH2:4][N:5]1[CH2:11][CH2:10][C:9](=[O:12])[C:8]2[N:13]([CH3:16])[CH:14]=[CH:15][C:7]=2[C:6]1=[O:17]. (6) Given the product [C:1]([C:3]1([C:6]2[CH:7]=[C:8]([CH:12]=[CH:13][CH:14]=2)[C:9]([NH:15][C:16]2[CH:17]=[CH:18][C:19]([CH3:38])=[C:20]([O:21][C:22]3[CH:23]=[CH:24][C:25]4[N:26]([N:28]=[C:29]([NH:31][C:32]([CH:34]5[CH2:36][CH2:35]5)=[O:33])[N:30]=4)[CH:27]=3)[CH:37]=2)=[O:10])[CH2:5][CH2:4]1)#[N:2], predict the reactants needed to synthesize it. The reactants are: [C:1]([C:3]1([C:6]2[CH:7]=[C:8]([CH:12]=[CH:13][CH:14]=2)[C:9](Cl)=[O:10])[CH2:5][CH2:4]1)#[N:2].[NH2:15][C:16]1[CH:17]=[CH:18][C:19]([CH3:38])=[C:20]([CH:37]=1)[O:21][C:22]1[CH:23]=[CH:24][C:25]2[N:26]([N:28]=[C:29]([NH:31][C:32]([CH:34]3[CH2:36][CH2:35]3)=[O:33])[N:30]=2)[CH:27]=1.